This data is from Catalyst prediction with 721,799 reactions and 888 catalyst types from USPTO. The task is: Predict which catalyst facilitates the given reaction. Reactant: [Cl:1][C:2]1[C:3]([OH:11])=[C:4]([CH:8]=[CH:9][CH:10]=1)[C:5](O)=[O:6].CC[N:14](C(C)C)C(C)C.CN(C(ON1N=NC2C=CC=NC1=2)=[N+](C)C)C.F[P-](F)(F)(F)(F)F.[Cl-].[NH4+]. The catalyst class is: 198. Product: [Cl:1][C:2]1[C:3]([OH:11])=[C:4]([CH:8]=[CH:9][CH:10]=1)[C:5]([NH2:14])=[O:6].